Dataset: Reaction yield outcomes from USPTO patents with 853,638 reactions. Task: Predict the reaction yield, written as a fraction of the theoretical maximum amount of product (1.0 means a 100% yield; for example, 0.34 means a 34% yield). (1) The reactants are [Cl:1][C:2]1[N:7]=[C:6]([CH2:8][C:9]([C:11]2[CH:16]=[CH:15][C:14]([F:17])=[CH:13][CH:12]=2)=O)[CH:5]=[CH:4][CH:3]=1.Cl.[NH2:19][OH:20].[OH-].[Na+]. The catalyst is CO. The product is [Cl:1][C:2]1[N:7]=[C:6]([CH2:8][C:9]([C:11]2[CH:16]=[CH:15][C:14]([F:17])=[CH:13][CH:12]=2)=[N:19][OH:20])[CH:5]=[CH:4][CH:3]=1. The yield is 0.860. (2) The reactants are [CH2:1]([O:3][CH:4]([O:34][CH2:35][CH3:36])[C:5]1[CH:10]=[CH:9][C:8]([CH:11]2[CH:20]([C:21]3[CH:26]=[CH:25][C:24]([F:27])=[CH:23][CH:22]=3)[C:19](=O)[C:18]3[C:17]([C:29]([O:31]CC)=O)=[CH:16][CH:15]=[CH:14][C:13]=3[NH:12]2)=[CH:7][CH:6]=1)[CH3:2].O.[NH2:38][NH2:39]. The catalyst is CO. The product is [CH2:1]([O:3][CH:4]([O:34][CH2:35][CH3:36])[C:5]1[CH:6]=[CH:7][C:8]([CH:11]2[NH:12][C:13]3[C:18]4[C:19](=[N:38][NH:39][C:29](=[O:31])[C:17]=4[CH:16]=[CH:15][CH:14]=3)[CH:20]2[C:21]2[CH:26]=[CH:25][C:24]([F:27])=[CH:23][CH:22]=2)=[CH:9][CH:10]=1)[CH3:2]. The yield is 0.760. (3) The reactants are [CH2:1]([O:8][C:9]1[CH:10]=[C:11]([NH:23][CH2:24][C:25]2[CH:30]=[CH:29][C:28](F)=[CH:27][CH:26]=2)[N:12]=[N:13][C:14]=1[O:15][CH2:16][C:17]1[CH:22]=[CH:21][CH:20]=[CH:19][CH:18]=1)[C:2]1[CH:7]=[CH:6][CH:5]=[CH:4][CH:3]=1.[CH2:32](OC1N=NC(Cl)=CC=1OCC1C=CC=CC=1)C1C=CC=CC=1.C1(CNC)CCCCC1. No catalyst specified. The product is [CH2:1]([O:8][C:9]1[CH:10]=[C:11]([N:23]([CH2:24][CH:25]2[CH2:30][CH2:29][CH2:28][CH2:27][CH2:26]2)[CH3:32])[N:12]=[N:13][C:14]=1[O:15][CH2:16][C:17]1[CH:22]=[CH:21][CH:20]=[CH:19][CH:18]=1)[C:2]1[CH:7]=[CH:6][CH:5]=[CH:4][CH:3]=1. The yield is 0.260. (4) The reactants are [F:1][C:2]1[CH:9]=[CH:8][C:5]([C:6]#[N:7])=[CH:4][C:3]=1[O:10][CH3:11].Cl.OCC1(OC[C@@H](O)[C@@H](O)[C@H]1O)O.[H][H]. The catalyst is C(O)C.[Pd]. The product is [F:1][C:2]1[CH:9]=[CH:8][C:5]([CH2:6][NH2:7])=[CH:4][C:3]=1[O:10][CH3:11]. The yield is 0.990. (5) The reactants are [CH2:1]([N:8]1[C:16]2[C:11](=[C:12]([O:17]CC3C=CC=CC=3)[CH:13]=[CH:14][CH:15]=2)[CH:10]=[C:9]1[CH3:25])[C:2]1[CH:7]=[CH:6][CH:5]=[CH:4][CH:3]=1.C(OCC)(=O)C. The catalyst is [Pd].[Hg].CO. The product is [CH2:1]([N:8]1[C:16]2[CH:15]=[CH:14][CH:13]=[C:12]([OH:17])[C:11]=2[CH:10]=[C:9]1[CH3:25])[C:2]1[CH:3]=[CH:4][CH:5]=[CH:6][CH:7]=1. The yield is 0.490. (6) The product is [N:22]1[CH:23]=[N:24][N:25]2[CH2:30][CH2:29][N:28]([CH2:2][C:3]3[C:4]([C:16]4[CH:21]=[CH:20][CH:19]=[CH:18][CH:17]=4)=[N:5][C:6]4[C:11]([C:12]=3[C:13]([OH:15])=[O:14])=[CH:10][CH:9]=[CH:8][CH:7]=4)[CH2:27][C:26]=12. The catalyst is CN(C=O)C. The reactants are Br[CH2:2][C:3]1[C:4]([C:16]2[CH:21]=[CH:20][CH:19]=[CH:18][CH:17]=2)=[N:5][C:6]2[C:11]([C:12]=1[C:13]([OH:15])=[O:14])=[CH:10][CH:9]=[CH:8][CH:7]=2.[N:22]1[CH:23]=[N:24][N:25]2[CH2:30][CH2:29][NH:28][CH2:27][C:26]=12.C(N(CC)CC)C. The yield is 0.280.